Dataset: Peptide-MHC class I binding affinity with 185,985 pairs from IEDB/IMGT. Task: Regression. Given a peptide amino acid sequence and an MHC pseudo amino acid sequence, predict their binding affinity value. This is MHC class I binding data. (1) The peptide sequence is RQLQKIERW. The MHC is HLA-B57:01 with pseudo-sequence HLA-B57:01. The binding affinity (normalized) is 0.445. (2) The MHC is HLA-B07:02 with pseudo-sequence HLA-B07:02. The peptide sequence is FSSQLGLFY. The binding affinity (normalized) is 0.213. (3) The peptide sequence is KLGGGQYGE. The MHC is HLA-A31:01 with pseudo-sequence HLA-A31:01. The binding affinity (normalized) is 0.150. (4) The peptide sequence is VWLGFIAGL. The MHC is HLA-A26:01 with pseudo-sequence HLA-A26:01. The binding affinity (normalized) is 0. (5) The peptide sequence is STDDCFANK. The MHC is HLA-B15:01 with pseudo-sequence HLA-B15:01. The binding affinity (normalized) is 0.0847. (6) The peptide sequence is WERGTLCKAM. The MHC is Mamu-A11 with pseudo-sequence Mamu-A11. The binding affinity (normalized) is 0.941.